This data is from Forward reaction prediction with 1.9M reactions from USPTO patents (1976-2016). The task is: Predict the product of the given reaction. (1) Given the reactants [CH3:1][C:2]1([CH3:32])[CH2:7][N:6]([CH2:8][C:9]2[CH:14]=[CH:13][C:12]([N:15]3[CH2:20][CH2:19][O:18][CH2:17][CH2:16]3)=[CH:11][C:10]=2[C:21]([F:24])([F:23])[F:22])[CH2:5][CH2:4][N:3]1C(OC(C)(C)C)=O.FC(F)(F)C(O)=O, predict the reaction product. The product is: [CH3:1][C:2]1([CH3:32])[NH:3][CH2:4][CH2:5][N:6]([CH2:8][C:9]2[CH:14]=[CH:13][C:12]([N:15]3[CH2:20][CH2:19][O:18][CH2:17][CH2:16]3)=[CH:11][C:10]=2[C:21]([F:24])([F:22])[F:23])[CH2:7]1. (2) Given the reactants C([O:3][C:4](=[O:20])[C:5]1[CH:17]=[C:16]([CH2:18][F:19])[CH:15]=[C:7]([C:8]([N:10]([CH3:14])[CH2:11][CH2:12][CH3:13])=[O:9])[CH:6]=1)C.[OH-].[Li+], predict the reaction product. The product is: [F:19][CH2:18][C:16]1[CH:15]=[C:7]([C:8]([N:10]([CH3:14])[CH2:11][CH2:12][CH3:13])=[O:9])[CH:6]=[C:5]([CH:17]=1)[C:4]([OH:20])=[O:3].